This data is from CYP1A2 inhibition data for predicting drug metabolism from PubChem BioAssay. The task is: Regression/Classification. Given a drug SMILES string, predict its absorption, distribution, metabolism, or excretion properties. Task type varies by dataset: regression for continuous measurements (e.g., permeability, clearance, half-life) or binary classification for categorical outcomes (e.g., BBB penetration, CYP inhibition). Dataset: cyp1a2_veith. (1) The drug is Cc1ccc(Cn2c(C)cc3c(c2=O)C(c2cccs2)C(C#N)=C(N)O3)cc1. The result is 0 (non-inhibitor). (2) The compound is Oc1cc(O)cc(/C=C\c2ccc(O)c(O)c2)c1. The result is 1 (inhibitor). (3) The molecule is Cc1ncc(N=Nc2ccccc2Cl)c(-c2ccccc2)n1. The result is 1 (inhibitor). (4) The compound is Cn1c(=O)c2[nH]c(-c3ccc(S(=O)(=O)O)cc3)nc2n(C)c1=O. The result is 0 (non-inhibitor). (5) The compound is Cc1cc(C(F)(F)F)n2nc(-c3cnn(C)c3C(F)(F)F)cc2n1. The result is 1 (inhibitor). (6) The drug is COc1ccc(CNc2ncncc2-c2ccccc2OC)c(OC)c1. The result is 1 (inhibitor). (7) The molecule is C[C@@H]1Nc2ccc(Cl)cc2S(=O)(=O)N1. The result is 1 (inhibitor). (8) The compound is CCOC(=O)c1[nH]c2cc(OC)c(OC)cc2c1NC(=O)c1ccc2c(c1)OCO2. The result is 1 (inhibitor).